From a dataset of NCI-60 drug combinations with 297,098 pairs across 59 cell lines. Regression. Given two drug SMILES strings and cell line genomic features, predict the synergy score measuring deviation from expected non-interaction effect. Drug 1: CCC1=CC2CC(C3=C(CN(C2)C1)C4=CC=CC=C4N3)(C5=C(C=C6C(=C5)C78CCN9C7C(C=CC9)(C(C(C8N6C)(C(=O)OC)O)OC(=O)C)CC)OC)C(=O)OC.C(C(C(=O)O)O)(C(=O)O)O. Drug 2: C1=NNC2=C1C(=O)NC=N2. Cell line: U251. Synergy scores: CSS=15.5, Synergy_ZIP=-1.81, Synergy_Bliss=-1.13, Synergy_Loewe=-20.2, Synergy_HSA=0.608.